This data is from Forward reaction prediction with 1.9M reactions from USPTO patents (1976-2016). The task is: Predict the product of the given reaction. (1) Given the reactants CS(O)(=O)=O.[Br:6][C:7]1[CH:8]=[C:9]([F:17])[CH:10]=[C:11]2[C:15]=1[C:14](=[O:16])[CH2:13][CH2:12]2.[N-:18]=[N+]=[N-].[Na+].[OH-].[Na+], predict the reaction product. The product is: [Br:6][C:7]1[CH:8]=[C:9]([F:17])[CH:10]=[C:11]2[C:15]=1[C:14](=[O:16])[NH:18][CH2:13][CH2:12]2. (2) Given the reactants N#N.[CH3:3][O:4][C:5]1[CH:25]=[CH:24][C:8]([CH2:9][C:10]2([CH3:23])[C:14]3=[N:15][C:16]4[CH:21]=[CH:20][CH:19]=[CH:18][C:17]=4[N:13]3[C:12](=[O:22])[NH:11]2)=[CH:7][CH:6]=1.CCN(C(C)C)C(C)C.[NH2:35][C@H:36]1[CH2:41][CH2:40][C@H:39]([OH:42])[CH2:38][CH2:37]1, predict the reaction product. The product is: [NH:13]1[C:17]2[CH:18]=[CH:19][CH:20]=[CH:21][C:16]=2[N:15]=[C:14]1[C:10]([NH:11][C:12]([NH:35][C@H:36]1[CH2:41][CH2:40][C@H:39]([OH:42])[CH2:38][CH2:37]1)=[O:22])([CH3:23])[CH2:9][C:8]1[CH:24]=[CH:25][C:5]([O:4][CH3:3])=[CH:6][CH:7]=1. (3) Given the reactants [Cl:1][C:2]1[CH:11]=[CH:10][C:9]2[N:8]=[CH:7][C:6]3[C:12](=[O:37])[N:13](CC4C=CC(OC)=CC=4)[C:14](=[O:27])[N:15]([C:16]4[CH:21]=[CH:20][C:19]([C:22]([CH3:26])([CH3:25])[C:23]#[N:24])=[CH:18][CH:17]=4)[C:5]=3[C:4]=2[N:3]=1.[N+]([O-])(O)=O.[N+]([O-])(O)=O.[N+]([O-])(O)=O.[N+]([O-])(O)=O.[N+]([O-])(O)=O.[N+]([O-])(O)=O.[Ce], predict the reaction product. The product is: [Cl:1][C:2]1[CH:11]=[CH:10][C:9]2[N:8]=[CH:7][C:6]3[C:12](=[O:37])[NH:13][C:14](=[O:27])[N:15]([C:16]4[CH:17]=[CH:18][C:19]([C:22]([CH3:26])([CH3:25])[C:23]#[N:24])=[CH:20][CH:21]=4)[C:5]=3[C:4]=2[N:3]=1. (4) Given the reactants BrN1C(C)(C)C(=O)N(Br)C1=O.[CH3:12][N:13]1[C:21]2[C:20]3([C:30]4[CH:35]=[CH:34][CH:33]=[CH:32][CH:31]=4)[CH2:22][CH:23]([C:28]#[N:29])[C:24](=[O:27])[CH:25]([CH3:26])[CH:19]3[CH2:18][CH2:17][C:16]=2[C:15]([C:36]2[CH:41]=[CH:40][CH:39]=[CH:38][CH:37]=2)=[N:14]1.N1C=CC=CC=1, predict the reaction product. The product is: [CH3:12][N:13]1[C:21]2[C:20]3([C:30]4[CH:35]=[CH:34][CH:33]=[CH:32][CH:31]=4)[CH:22]=[C:23]([C:28]#[N:29])[C:24](=[O:27])[CH:25]([CH3:26])[CH:19]3[CH2:18][CH2:17][C:16]=2[C:15]([C:36]2[CH:37]=[CH:38][CH:39]=[CH:40][CH:41]=2)=[N:14]1. (5) Given the reactants [F:1][C:2]1[CH:7]=[CH:6][C:5]([N:8]2[C:11](=[O:12])[C@H:10]([S:13]SC3C([N+]([O-])=O)=CC=CN=3)[C@H:9]2[C:24]2[CH:35]=[CH:34][C:27]([O:28][CH2:29][C:30]([O:32]C)=[O:31])=[CH:26][CH:25]=2)=[CH:4][CH:3]=1.C1(P(C2C=CC=CC=2)C2C=CC=CC=2)C=CC=CC=1.Br[CH2:56][C:57]([C:59]1[CH:64]=[CH:63][C:62]([Cl:65])=[C:61]([CH3:66])[CH:60]=1)=[O:58].C(N(CC)CC)C, predict the reaction product. The product is: [Cl:65][C:62]1[CH:63]=[CH:64][C:59]([C:57](=[O:58])[CH2:56][S:13][C@H:10]2[C:11](=[O:12])[N:8]([C:5]3[CH:6]=[CH:7][C:2]([F:1])=[CH:3][CH:4]=3)[C@@H:9]2[C:24]2[CH:25]=[CH:26][C:27]([O:28][CH2:29][C:30]([OH:32])=[O:31])=[CH:34][CH:35]=2)=[CH:60][C:61]=1[CH3:66]. (6) The product is: [CH2:29]([S:26]([C:22]1[CH:21]=[C:20]([C:9]2[C:10]3[C:18]4[CH:17]=[C:16]([CH3:19])[CH:15]=[N:14][C:13]=4[NH:12][C:11]=3[C:6]([CH3:1])=[N:7][CH:8]=2)[CH:25]=[CH:24][CH:23]=1)(=[O:28])=[O:27])[CH3:30]. Given the reactants [CH3:1][Al](C)C.Cl[C:6]1[C:11]2[NH:12][C:13]3[C:18]([C:10]=2[C:9]([C:20]2[CH:25]=[CH:24][CH:23]=[C:22]([S:26]([CH2:29][CH3:30])(=[O:28])=[O:27])[CH:21]=2)=[CH:8][N:7]=1)=[CH:17][C:16]([CH3:19])=[CH:15][N:14]=3, predict the reaction product. (7) Given the reactants [CH2:1]([N:8]1[C:12](Br)=[N:11][N:10]=[C:9]1[Br:14])[C:2]1[CH:7]=[CH:6][CH:5]=[CH:4][CH:3]=1.[CH3:15][O-:16].[Na+], predict the reaction product. The product is: [CH2:1]([N:8]1[C:12]([O:16][CH3:15])=[N:11][N:10]=[C:9]1[Br:14])[C:2]1[CH:7]=[CH:6][CH:5]=[CH:4][CH:3]=1. (8) Given the reactants [NH:1]1[C:9]2[C:4](=[CH:5][CH:6]=[CH:7][CH:8]=2)[C:3]2([C:21]3[C:12](=[CH:13][C:14]4[O:19][CH2:18][CH2:17][O:16][C:15]=4[CH:20]=3)[O:11][CH2:10]2)[C:2]1=[O:22].N1C2C(=CC=CC=2)C2(COC3C=C4C(=CC2=3)CCO4)C1=O.[CH3:44][O:45][C:46]1[CH:47]=[C:48]([CH:51]=[CH:52][C:53]=1[O:54][CH3:55])[CH2:49]Br.BrCC1CCCCO1, predict the reaction product. The product is: [CH3:44][O:45][C:46]1[CH:47]=[C:48]([CH:51]=[CH:52][C:53]=1[O:54][CH3:55])[CH2:49][N:1]1[C:9]2[C:4](=[CH:5][CH:6]=[CH:7][CH:8]=2)[C:3]2([C:21]3[C:12](=[CH:13][C:14]4[O:19][CH2:18][CH2:17][O:16][C:15]=4[CH:20]=3)[O:11][CH2:10]2)[C:2]1=[O:22]. (9) Given the reactants [C:1]([O:5][C:6]([N:8]([CH2:18][CH2:19][NH:20][C:21]([O:23][C:24]([CH3:27])([CH3:26])[CH3:25])=[O:22])[CH:9]1[CH2:12][CH:11]([CH2:13][C:14]([O:16]C)=[O:15])[CH2:10]1)=[O:7])([CH3:4])([CH3:3])[CH3:2].[OH-].[Na+], predict the reaction product. The product is: [C:1]([O:5][C:6]([N:8]([CH2:18][CH2:19][NH:20][C:21]([O:23][C:24]([CH3:27])([CH3:26])[CH3:25])=[O:22])[CH:9]1[CH2:12][CH:11]([CH2:13][C:14]([OH:16])=[O:15])[CH2:10]1)=[O:7])([CH3:3])([CH3:4])[CH3:2]. (10) Given the reactants Br[C:2]1[N:3]=[C:4]2[C:10]3[CH:11]=[CH:12][CH:13]=[CH:14][C:9]=3[NH:8][C:7]3[N:15]=[CH:16][CH:17]=[CH:18][C:6]=3[N:5]2[C:19]=1[C:20]1[CH:25]=[CH:24][C:23]([C:26]2([NH:30][C:31](=[O:37])[O:32][C:33]([CH3:36])([CH3:35])[CH3:34])[CH2:29][CH2:28][CH2:27]2)=[CH:22][CH:21]=1.C([Sn](CCCC)(CCCC)[C:43]1[S:44][C:45]2[CH:51]=[CH:50][CH:49]=[CH:48][C:46]=2[N:47]=1)CCC.[F-].[Cs+], predict the reaction product. The product is: [S:44]1[C:45]2[CH:51]=[CH:50][CH:49]=[CH:48][C:46]=2[N:47]=[C:43]1[C:2]1[N:3]=[C:4]2[C:10]3[CH:11]=[CH:12][CH:13]=[CH:14][C:9]=3[NH:8][C:7]3[N:15]=[CH:16][CH:17]=[CH:18][C:6]=3[N:5]2[C:19]=1[C:20]1[CH:25]=[CH:24][C:23]([C:26]2([NH:30][C:31](=[O:37])[O:32][C:33]([CH3:36])([CH3:34])[CH3:35])[CH2:29][CH2:28][CH2:27]2)=[CH:22][CH:21]=1.